Predict the product of the given reaction. From a dataset of Forward reaction prediction with 1.9M reactions from USPTO patents (1976-2016). (1) Given the reactants C(O[BH-](OC(=O)C)OC(=O)C)(=O)C.[Na+].[NH2:15][C:16]1[N:21]=[CH:20][N:19]=[C:18]2[N:22]([C:38]3[CH:45]=[CH:44][C:41]([CH:42]=O)=[CH:40][CH:39]=3)[N:23]=[C:24]([C:25]3[CH:30]=[CH:29][C:28]([O:31][C:32]4[CH:37]=[CH:36][CH:35]=[CH:34][CH:33]=4)=[CH:27][CH:26]=3)[C:17]=12.[CH3:46][N:47]1[CH2:52][CH2:51][NH:50][CH2:49][CH2:48]1.C(O)(=O)C.C(=O)(O)[O-].[Na+], predict the reaction product. The product is: [CH3:46][N:47]1[CH2:52][CH2:51][N:50]([CH2:42][C:41]2[CH:44]=[CH:45][C:38]([N:22]3[C:18]4=[N:19][CH:20]=[N:21][C:16]([NH2:15])=[C:17]4[C:24]([C:25]4[CH:30]=[CH:29][C:28]([O:31][C:32]5[CH:37]=[CH:36][CH:35]=[CH:34][CH:33]=5)=[CH:27][CH:26]=4)=[N:23]3)=[CH:39][CH:40]=2)[CH2:49][CH2:48]1. (2) Given the reactants [CH3:1][O:2][C:3]1[CH:22]=[C:21]([O:23][CH3:24])[CH:20]=[C:19]([O:25][CH3:26])[C:4]=1[CH2:5][N:6]1[C:12](=[O:13])[C:11]2[CH:14]=[CH:15][CH:16]=[CH:17][C:10]=2[NH:9][C:8](=[O:18])[CH2:7]1.C(=O)([O-])[O-].[Cs+].[Cs+].[F:33][C:34]([F:38])([F:37])[CH2:35]I, predict the reaction product. The product is: [F:33][C:34]([F:38])([F:37])[CH2:35][N:9]1[C:10]2[CH:17]=[CH:16][CH:15]=[CH:14][C:11]=2[C:12](=[O:13])[N:6]([CH2:5][C:4]2[C:19]([O:25][CH3:26])=[CH:20][C:21]([O:23][CH3:24])=[CH:22][C:3]=2[O:2][CH3:1])[CH2:7][C:8]1=[O:18]. (3) Given the reactants [CH3:1][O:2][C:3]1[CH:4]=[C:5]2[C:10](=[CH:11][CH:12]=1)[NH:9][CH:8]([C:13]1[CH:18]=[CH:17][CH:16]=[C:15]([O:19][CH3:20])[CH:14]=1)[CH2:7][CH2:6]2.Cl.Cl[CH2:23][C:24]1[CH:38]=[CH:37][C:27]([O:28][CH2:29][CH2:30][N:31]2[CH2:36][CH2:35][CH2:34][CH2:33][CH2:32]2)=[CH:26][CH:25]=1, predict the reaction product. The product is: [CH3:1][O:2][C:3]1[CH:4]=[C:5]2[C:10](=[CH:11][CH:12]=1)[N:9]([CH2:23][C:24]1[CH:25]=[CH:26][C:27]([O:28][CH2:29][CH2:30][N:31]3[CH2:36][CH2:35][CH2:34][CH2:33][CH2:32]3)=[CH:37][CH:38]=1)[CH:8]([C:13]1[CH:18]=[CH:17][CH:16]=[C:15]([O:19][CH3:20])[CH:14]=1)[CH2:7][CH2:6]2.